This data is from Reaction yield outcomes from USPTO patents with 853,638 reactions. The task is: Predict the reaction yield, written as a fraction of the theoretical maximum amount of product (1.0 means a 100% yield; for example, 0.34 means a 34% yield). (1) The reactants are [Cl:1][C:2]1[CH:3]=[C:4](/[CH:9]=[CH:10]/[C:11]([N:13]2[CH2:19][CH2:18][C:17](=[O:20])[NH:16][CH2:15][CH2:14]2)=[O:12])[CH:5]=[CH:6][C:7]=1[Cl:8].CC([O-])(C)C.[K+].[CH3:27][O:28][C:29](=[O:42])[CH:30](I)[CH2:31][CH2:32][O:33][Si:34]([C:37]([CH3:40])([CH3:39])[CH3:38])([CH3:36])[CH3:35].S([O-])(O)(=O)=O.[K+]. The catalyst is C1COCC1. The product is [CH3:27][O:28][C:29](=[O:42])[CH:30]([N:16]1[C:17](=[O:20])[CH2:18][CH2:19][N:13]([C:11](=[O:12])/[CH:10]=[CH:9]/[C:4]2[CH:5]=[CH:6][C:7]([Cl:8])=[C:2]([Cl:1])[CH:3]=2)[CH2:14][CH2:15]1)[CH2:31][CH2:32][O:33][Si:34]([C:37]([CH3:39])([CH3:38])[CH3:40])([CH3:35])[CH3:36]. The yield is 0.350. (2) The reactants are [CH:1]1([CH2:4][CH2:5][O:6][C:7]2[CH:19]=[CH:18][C:10]([C:11]([NH:13][CH2:14][C:15]([OH:17])=[O:16])=[O:12])=[CH:9][CH:8]=2)[CH2:3][CH2:2]1.OC1C=CC(C(OC)=O)=CC=1.[CH3:31][O:32][C:33]1[CH:34]=C(CCO)C=C[CH:38]=1. No catalyst specified. The product is [CH3:31][O:32][C:33]1[CH:38]=[C:1]([CH2:4][CH2:5][O:6][C:7]2[CH:8]=[CH:9][C:10]([C:11]([NH:13][CH2:14][C:15]([OH:17])=[O:16])=[O:12])=[CH:18][CH:19]=2)[CH:3]=[CH:2][CH:34]=1. The yield is 0.920. (3) The yield is 0.610. The catalyst is C(Cl)Cl. The product is [N:1]1([CH2:6][C:7]2[N:12]=[C:11]([C:13]([F:16])([F:15])[F:14])[N:10]=[C:9]([C:17]([O:19][CH2:20][CH3:21])=[O:18])[CH:8]=2)[CH2:4][CH2:3][CH2:2]1. The reactants are [NH:1]1[CH2:4][CH2:3][CH2:2]1.Br[CH2:6][C:7]1[N:12]=[C:11]([C:13]([F:16])([F:15])[F:14])[N:10]=[C:9]([C:17]([O:19][CH2:20][CH3:21])=[O:18])[CH:8]=1. (4) The reactants are C(OC([N:8]1[CH2:24][CH2:23][N:11]2[C:12](=[O:22])[C:13]3[C:18]([CH:10]2[CH2:9]1)=[CH:17][C:16]([O:19][CH3:20])=[CH:15][C:14]=3[Cl:21])=O)(C)(C)C.Cl. No catalyst specified. The product is [ClH:21].[Cl:21][C:14]1[CH:15]=[C:16]([O:19][CH3:20])[CH:17]=[C:18]2[C:13]=1[C:12](=[O:22])[N:11]1[CH2:23][CH2:24][NH:8][CH2:9][CH:10]12. The yield is 0.910. (5) The reactants are Cl.[F:2][CH:3]1[CH2:8][CH2:7][CH2:6][NH:5][CH2:4]1.[C:9]([C:11]1[C:20]2[C:15](=[CH:16][CH:17]=[CH:18][CH:19]=2)[C:14](F)=[CH:13][CH:12]=1)#[N:10].C1CCN2C(=NCCC2)CC1. The catalyst is [OH-].[Na+]. The product is [F:2][CH:3]1[CH2:8][CH2:7][CH2:6][N:5]([C:14]2[C:15]3[C:20](=[CH:19][CH:18]=[CH:17][CH:16]=3)[C:11]([C:9]#[N:10])=[CH:12][CH:13]=2)[CH2:4]1. The yield is 0.120.